Dataset: Full USPTO retrosynthesis dataset with 1.9M reactions from patents (1976-2016). Task: Predict the reactants needed to synthesize the given product. (1) Given the product [F:21][C:22]1[CH:27]=[CH:26][C:25]([C:6]2[CH2:7][CH2:8][N:9]([C:12]([O:14][C:15]([CH3:16])([CH3:17])[CH3:18])=[O:13])[CH2:10][CH:11]=2)=[CH:24][CH:23]=1, predict the reactants needed to synthesize it. The reactants are: FC(F)(F)C(O[C:6]1[CH2:7][CH2:8][N:9]([C:12]([O:14][C:15]([CH3:18])([CH3:17])[CH3:16])=[O:13])[CH2:10][CH:11]=1)=O.[F:21][C:22]1[CH:27]=[CH:26][C:25](B(O)O)=[CH:24][CH:23]=1.[F-].[Cs+]. (2) Given the product [CH2:4]([O:3][C:1]([NH:11][CH2:12][C:13]([N:49]([CH2:48][C:47](=[O:60])[N:46]([CH2:45][CH2:44][O:43][Si:36]([C:39]([CH3:42])([CH3:41])[CH3:40])([CH3:37])[CH3:38])[CH2:61][CH2:62][C:63]([O:65][CH2:66][C:67]1[CH:68]=[CH:69][CH:70]=[CH:71][CH:72]=1)=[O:64])[CH2:50][CH2:51][O:52][Si:53]([CH3:59])([CH3:58])[C:54]([CH3:55])([CH3:56])[CH3:57])=[O:15])=[O:2])[C:5]1[CH:6]=[CH:7][CH:8]=[CH:9][CH:10]=1, predict the reactants needed to synthesize it. The reactants are: [C:1]([NH:11][CH2:12][C:13]([OH:15])=O)([O:3][CH2:4][C:5]1[CH:10]=[CH:9][CH:8]=[CH:7][CH:6]=1)=[O:2].CCN=C=NCCCN(C)C.CCN(C(C)C)C(C)C.[Si:36]([O:43][CH2:44][CH2:45][N:46]([CH2:61][CH2:62][C:63]([O:65][CH2:66][C:67]1[CH:72]=[CH:71][CH:70]=[CH:69][CH:68]=1)=[O:64])[C:47](=[O:60])[CH2:48][NH:49][CH2:50][CH2:51][O:52][Si:53]([CH3:59])([CH3:58])[C:54]([CH3:57])([CH3:56])[CH3:55])([C:39]([CH3:42])([CH3:41])[CH3:40])([CH3:38])[CH3:37]. (3) Given the product [CH:1]1([CH:7]([NH:28][C:29]2[CH:30]=[CH:31][C:32]([C:35]([N:37]([CH3:45])[CH2:38][CH2:39][C:40]([OH:42])=[O:41])=[O:36])=[CH:33][CH:34]=2)[C:9]2[C:10]([CH2:25][O:26][CH3:27])=[N:11][N:12]([C:14]3[CH:19]=[CH:18][C:17]([O:20][C:21]([F:24])([F:23])[F:22])=[CH:16][CH:15]=3)[CH:13]=2)[CH2:6][CH2:5][CH2:4][CH2:3][CH2:2]1, predict the reactants needed to synthesize it. The reactants are: [CH:1]1([CH:7]([C:9]2[C:10]([CH2:25][O:26][CH3:27])=[N:11][N:12]([C:14]3[CH:19]=[CH:18][C:17]([O:20][C:21]([F:24])([F:23])[F:22])=[CH:16][CH:15]=3)[CH:13]=2)O)[CH2:6][CH2:5][CH2:4][CH2:3][CH2:2]1.[NH2:28][C:29]1[CH:34]=[CH:33][C:32]([C:35]([N:37]([CH3:45])[CH2:38][CH2:39][C:40]([O:42]CC)=[O:41])=[O:36])=[CH:31][CH:30]=1. (4) Given the product [Cl:1][C:2]1[CH:15]=[C:14](/[CH:16]=[CH:17]/[CH:19]([C:24]2[CH:25]=[C:26]([Cl:32])[C:27]([Cl:31])=[C:28]([Cl:30])[CH:29]=2)[C:20]([F:22])([F:21])[F:23])[CH:13]=[CH:12][C:3]=1[CH2:4][NH:5][C:6]1[CH:11]=[CH:10][CH:9]=[CH:8][N:7]=1, predict the reactants needed to synthesize it. The reactants are: [Cl:1][C:2]1[CH:15]=[C:14]([CH:16]=[CH2:17])[CH:13]=[CH:12][C:3]=1[CH2:4][NH:5][C:6]1[CH:11]=[CH:10][CH:9]=[CH:8][N:7]=1.Br[CH:19]([C:24]1[CH:25]=[C:26]([Cl:32])[C:27]([Cl:31])=[C:28]([Cl:30])[CH:29]=1)[C:20]([F:23])([F:22])[F:21].N1C=CC=CC=1C1C=CC=CN=1.